From a dataset of Reaction yield outcomes from USPTO patents with 853,638 reactions. Predict the reaction yield, written as a fraction of the theoretical maximum amount of product (1.0 means a 100% yield; for example, 0.34 means a 34% yield). (1) The reactants are [Cl:1][C:2]1[CH:10]=[C:9]([C:11]2[CH:16]=[CH:15][CH:14]=[CH:13][C:12]=2[CH3:17])[C:5]([C:6](O)=[O:7])=[CH:4][N:3]=1.S(Cl)(Cl)=O.[OH-].[NH4+:23].O. The catalyst is C1COCC1.CN(C=O)C. The product is [Cl:1][C:2]1[CH:10]=[C:9]([C:11]2[CH:16]=[CH:15][CH:14]=[CH:13][C:12]=2[CH3:17])[C:5]([C:6]([NH2:23])=[O:7])=[CH:4][N:3]=1. The yield is 0.980. (2) The reactants are [Br:1][C:2]1[CH:7]=[CH:6][C:5]([C@@H:8]([NH:10][C:11](=O)[CH2:12][CH2:13][C:14](=[O:21])[C:15]2[CH:20]=[CH:19][CH:18]=[CH:17][CH:16]=2)[CH3:9])=[CH:4][CH:3]=1.C1COCC1. No catalyst specified. The product is [Br:1][C:2]1[CH:3]=[CH:4][C:5]([C@@H:8]([NH:10][CH2:11][CH2:12][CH2:13][CH:14]([C:15]2[CH:16]=[CH:17][CH:18]=[CH:19][CH:20]=2)[OH:21])[CH3:9])=[CH:6][CH:7]=1. The yield is 0.940. (3) The reactants are C(OC([N:8]1[CH2:13][CH2:12][CH:11]([NH:14][C:15]2[CH:20]=[C:19]([Cl:21])[CH:18]=[CH:17][C:16]=2[CH2:22][CH:23](OC)OC)[CH2:10][CH2:9]1)=O)(C)(C)C.C1(C)C=CC(S(O)(=O)=O)=CC=1. The yield is 0.980. The catalyst is C1(C)C=CC=CC=1. The product is [Cl:21][C:19]1[CH:20]=[C:15]2[C:16]([CH:22]=[CH:23][N:14]2[CH:11]2[CH2:10][CH2:9][NH:8][CH2:13][CH2:12]2)=[CH:17][CH:18]=1.